This data is from Forward reaction prediction with 1.9M reactions from USPTO patents (1976-2016). The task is: Predict the product of the given reaction. (1) Given the reactants [C:1]([C:5]1[CH:11]=[CH:10][C:8]([NH2:9])=[C:7]([CH3:12])[CH:6]=1)([CH3:4])([CH3:3])[CH3:2].C(N(CC)CC)C.[Br:20][CH2:21][C:22](Br)=[O:23].C(OCC)(=O)C, predict the reaction product. The product is: [Br:20][CH2:21][C:22]([NH:9][C:8]1[CH:10]=[CH:11][C:5]([C:1]([CH3:4])([CH3:3])[CH3:2])=[CH:6][C:7]=1[CH3:12])=[O:23]. (2) Given the reactants [N+:1]([C:4]1[CH:13]=[C:12]2[C:7]([CH2:8][CH2:9][C:10](=[O:14])[NH:11]2)=[CH:6][CH:5]=1)([O-:3])=[O:2].Br[CH2:16][CH2:17][O:18][Si:19]([C:22]([CH3:25])([CH3:24])[CH3:23])([CH3:21])[CH3:20].C(=O)([O-])[O-].[K+].[K+].[I-].[K+], predict the reaction product. The product is: [Si:19]([O:18][CH2:17][CH2:16][N:11]1[C:12]2[C:7](=[CH:6][CH:5]=[C:4]([N+:1]([O-:3])=[O:2])[CH:13]=2)[CH2:8][CH2:9][C:10]1=[O:14])([C:22]([CH3:25])([CH3:24])[CH3:23])([CH3:21])[CH3:20]. (3) The product is: [F:1][C:2]1[CH:3]=[C:4]([CH:29]=[CH:30][C:31]=1[F:32])[O:5][C:6]1[N:11]=[C:10]([O:12][CH3:13])[C:9]([C:38]2[CH:39]=[CH:40][C:35]([C:34]([F:45])([F:44])[F:33])=[CH:36][CH:37]=2)=[C:8]([C:21]2[CH:26]=[CH:25][C:24]([Cl:27])=[CH:23][C:22]=2[Cl:28])[N:7]=1. Given the reactants [F:1][C:2]1[CH:3]=[C:4]([CH:29]=[CH:30][C:31]=1[F:32])[O:5][C:6]1[N:11]=[C:10]([O:12][CH3:13])[C:9](S(C(F)(F)F)(=O)=O)=[C:8]([C:21]2[CH:26]=[CH:25][C:24]([Cl:27])=[CH:23][C:22]=2[Cl:28])[N:7]=1.[F:33][C:34]([F:45])([F:44])[C:35]1[CH:40]=[CH:39][C:38](B(O)O)=[CH:37][CH:36]=1, predict the reaction product. (4) Given the reactants Cl[C:2]1[N:7]=[CH:6][N:5]=[C:4]([C:8]([NH:10][C:11]2[CH:25]=[CH:24][C:14]([CH2:15][NH:16]C(=O)OC(C)(C)C)=[CH:13][CH:12]=2)=[O:9])[CH:3]=1.[CH2:26]([NH:29][CH2:30][CH:31]1[CH2:33][CH2:32]1)[CH2:27][CH3:28], predict the reaction product. The product is: [NH2:16][CH2:15][C:14]1[CH:13]=[CH:12][C:11]([NH:10][C:8]([C:4]2[CH:3]=[C:2]([N:29]([CH2:30][CH:31]3[CH2:33][CH2:32]3)[CH2:26][CH2:27][CH3:28])[N:7]=[CH:6][N:5]=2)=[O:9])=[CH:25][CH:24]=1. (5) Given the reactants S(Cl)([Cl:3])=O.[CH2:5]([O:12][C:13]1[CH:20]=[CH:19][C:16]([CH2:17]O)=[CH:15][C:14]=1[O:21][CH3:22])[C:6]1[CH:11]=[CH:10][CH:9]=[CH:8][CH:7]=1, predict the reaction product. The product is: [CH2:5]([O:12][C:13]1[CH:20]=[CH:19][C:16]([CH2:17][Cl:3])=[CH:15][C:14]=1[O:21][CH3:22])[C:6]1[CH:11]=[CH:10][CH:9]=[CH:8][CH:7]=1.